From a dataset of Reaction yield outcomes from USPTO patents with 853,638 reactions. Predict the reaction yield, written as a fraction of the theoretical maximum amount of product (1.0 means a 100% yield; for example, 0.34 means a 34% yield). (1) The reactants are [F:1][C:2]1[CH:7]=[C:6]([F:8])[CH:5]=[CH:4][C:3]=1[N:9]1[C:13]2=[N:14][CH:15]=[CH:16][C:17](B(O)O)=[C:12]2[CH:11]=[N:10]1.Br[C:22]1[C:23]([CH3:28])=[N:24][CH:25]=[N:26][CH:27]=1.C(=O)([O-])[O-].[Na+].[Na+]. The catalyst is [Pd].C1(P(C2C=CC=CC=2)C2C=CC=CC=2)C=CC=CC=1.C1(P(C2C=CC=CC=2)C2C=CC=CC=2)C=CC=CC=1.C1(P(C2C=CC=CC=2)C2C=CC=CC=2)C=CC=CC=1.C1(P(C2C=CC=CC=2)C2C=CC=CC=2)C=CC=CC=1.CCO.COCCOC.O. The product is [F:1][C:2]1[CH:7]=[C:6]([F:8])[CH:5]=[CH:4][C:3]=1[N:9]1[C:13]2=[N:14][CH:15]=[CH:16][C:17]([C:22]3[C:23]([CH3:28])=[N:24][CH:25]=[N:26][CH:27]=3)=[C:12]2[CH:11]=[N:10]1. The yield is 0.607. (2) The reactants are Br[C:2]1[CH:11]=[C:10]2[C:5]([CH:6]=[C:7]([NH:12][C:13]([CH:15]3[CH2:17][CH2:16]3)=[O:14])[N:8]=[CH:9]2)=[CH:4][CH:3]=1.[Cl:18][C:19]1[CH:24]=[CH:23][C:22](B(O)O)=[C:21]([CH3:28])[CH:20]=1.C(=O)([O-])[O-].[Cs+].[Cs+]. The catalyst is C(#N)C.O.C(OCC)(=O)C.C1C=CC(P(C2C=CC=CC=2)[C-]2C=CC=C2)=CC=1.C1C=CC(P(C2C=CC=CC=2)[C-]2C=CC=C2)=CC=1.Cl[Pd]Cl.[Fe+2]. The product is [Cl:18][C:19]1[CH:24]=[CH:23][C:22]([C:2]2[CH:11]=[C:10]3[C:5]([CH:6]=[C:7]([NH:12][C:13]([CH:15]4[CH2:17][CH2:16]4)=[O:14])[N:8]=[CH:9]3)=[CH:4][CH:3]=2)=[C:21]([CH3:28])[CH:20]=1. The yield is 0.413. (3) The reactants are [Br:1][C:2]1[CH:7]=[C:6](Br)[C:5]([N+:9]([O-:11])=[O:10])=[CH:4][N:3]=1.[C:12]([C:14]1[CH:20]=[CH:19][C:17]([NH2:18])=[CH:16][CH:15]=1)#[N:13].C(N(CC)CC)C. The catalyst is C(O)C. The product is [Br:1][C:2]1[CH:7]=[C:6]([NH:18][C:17]2[CH:19]=[CH:20][C:14]([C:12]#[N:13])=[CH:15][CH:16]=2)[C:5]([N+:9]([O-:11])=[O:10])=[CH:4][N:3]=1. The yield is 0.388. (4) The reactants are [Cl:1][C:2]1[CH:7]=[CH:6][CH:5]=[C:4]([N+:8]([O-:10])=[O:9])[C:3]=1Cl.[C:12]([O:16][C:17]([N:19]1[CH2:24][CH2:23][NH:22][CH2:21][CH2:20]1)=[O:18])([CH3:15])([CH3:14])[CH3:13].C([O-])([O-])=O.[K+].[K+]. The catalyst is C(#N)C. The product is [C:12]([O:16][C:17]([N:19]1[CH2:24][CH2:23][N:22]([C:3]2[C:4]([N+:8]([O-:10])=[O:9])=[CH:5][CH:6]=[CH:7][C:2]=2[Cl:1])[CH2:21][CH2:20]1)=[O:18])([CH3:15])([CH3:13])[CH3:14]. The yield is 0.700. (5) The reactants are Br[C:2]1[CH:3]=[C:4]([OH:8])[CH:5]=[N:6][CH:7]=1.[C:9]([Cu])#[N:10]. The catalyst is CN(C=O)C. The product is [OH:8][C:4]1[CH:5]=[N:6][CH:7]=[C:2]([CH:3]=1)[C:9]#[N:10]. The yield is 0.390. (6) The catalyst is C(#N)C. The reactants are [C:1]([N:4]1[CH2:9][CH2:8][NH:7][CH2:6][CH2:5]1)(=[O:3])[CH3:2].Br[CH2:11][CH2:12][CH2:13][Cl:14].C(=O)([O-])[O-:16].[K+].[K+]. The yield is 0.410. The product is [C:1]([N:4]1[CH2:9][CH2:8][N:7]([O:16][CH2:11][CH2:12][CH2:13][Cl:14])[CH2:6][CH2:5]1)(=[O:3])[CH3:2].